From a dataset of Full USPTO retrosynthesis dataset with 1.9M reactions from patents (1976-2016). Predict the reactants needed to synthesize the given product. (1) Given the product [CH3:27][N:28]1[CH:32]=[CH:31][C:30]([NH:33][C:11](=[O:12])[C@@H:10]([N:8]2[CH2:9][C:5]([O:4][C:3]3[CH:19]=[CH:20][CH:21]=[C:22]([C:23]([OH:26])([CH3:24])[CH3:25])[C:2]=3[F:1])=[CH:6][C:7]2=[O:18])[CH2:14][CH:15]([CH3:16])[CH3:17])=[N:29]1, predict the reactants needed to synthesize it. The reactants are: [F:1][C:2]1[C:22]([C:23]([OH:26])([CH3:25])[CH3:24])=[CH:21][CH:20]=[CH:19][C:3]=1[O:4][C:5]1[CH2:9][N:8]([C@@H:10]([CH2:14][CH:15]([CH3:17])[CH3:16])[C:11](O)=[O:12])[C:7](=[O:18])[CH:6]=1.[CH3:27][N:28]1[CH:32]=[CH:31][C:30]([NH2:33])=[N:29]1.F[P-](F)(F)(F)(F)F.N1(O[P+](N(C)C)(N(C)C)N(C)C)C2C=CC=CC=2N=N1.C(N(CC)C(C)C)(C)C. (2) Given the product [CH3:1][CH:2]([C:6]1[CH:7]=[C:8]([CH:14]=[CH:15][C:16]=1[OH:17])[C:9]([OH:11])=[O:10])[C:3]([CH3:5])=[CH2:4], predict the reactants needed to synthesize it. The reactants are: [CH3:1][CH:2]([C:6]1[CH:7]=[C:8]([CH:14]=[CH:15][C:16]=1[OH:17])[C:9]([O:11]CC)=[O:10])[C:3]([CH3:5])=[CH2:4].[OH-].[K+]. (3) Given the product [C:1]([C:5]1[O:9][N:8]=[C:7]([C:10]2[CH:15]=[C:14]([N:20]3[CH2:24][CH2:23][CH2:22][CH2:21]3)[C:13]([CH:17]3[CH2:19][CH2:18]3)=[CH:12][N:11]=2)[N:6]=1)([CH3:4])([CH3:3])[CH3:2], predict the reactants needed to synthesize it. The reactants are: [C:1]([C:5]1[O:9][N:8]=[C:7]([C:10]2[CH:15]=[C:14](Cl)[C:13]([CH:17]3[CH2:19][CH2:18]3)=[CH:12][N:11]=2)[N:6]=1)([CH3:4])([CH3:3])[CH3:2].[NH:20]1[CH2:24][CH2:23][CH2:22][CH2:21]1.C([O-])([O-])=O.[K+].[K+]. (4) The reactants are: [Cl:1][C:2]1[N:3]=[C:4]([N:14]2[CH2:19][CH2:18][O:17][CH2:16][CH2:15]2)[C:5]2[S:10][C:9]([CH2:11][CH:12]=O)=[CH:8][C:6]=2[N:7]=1.[CH3:20][S:21]([N:24]1[CH2:29][CH2:28][NH:27][CH2:26][CH2:25]1)(=[O:23])=[O:22].COC(OC)OC.C(O[BH-](OC(=O)C)OC(=O)C)(=O)C.[Na+]. Given the product [Cl:1][C:2]1[N:3]=[C:4]([N:14]2[CH2:19][CH2:18][O:17][CH2:16][CH2:15]2)[C:5]2[S:10][C:9]([CH2:11][CH2:12][N:27]3[CH2:28][CH2:29][N:24]([S:21]([CH3:20])(=[O:23])=[O:22])[CH2:25][CH2:26]3)=[CH:8][C:6]=2[N:7]=1, predict the reactants needed to synthesize it. (5) Given the product [CH:44]1([NH:47][C:36]([NH:1][C:2]2[CH:30]=[CH:29][C:5]([O:6][C:7]3[CH:12]=[CH:11][N:10]=[C:9]4[CH:13]=[C:14]([C:16]5[CH:17]=[CH:18][C:19]([C:22]([N:24]6[CH2:28][CH2:27][CH2:26][CH2:25]6)=[O:23])=[CH:20][CH:21]=5)[S:15][C:8]=34)=[C:4]([F:31])[CH:3]=2)=[O:42])[CH2:46][CH2:45]1, predict the reactants needed to synthesize it. The reactants are: [NH2:1][C:2]1[CH:30]=[CH:29][C:5]([O:6][C:7]2[CH:12]=[CH:11][N:10]=[C:9]3[CH:13]=[C:14]([C:16]4[CH:21]=[CH:20][C:19]([C:22]([N:24]5[CH2:28][CH2:27][CH2:26][CH2:25]5)=[O:23])=[CH:18][CH:17]=4)[S:15][C:8]=23)=[C:4]([F:31])[CH:3]=1.ClC(Cl)(O[C:36](=[O:42])OC(Cl)(Cl)Cl)Cl.[CH:44]1([NH2:47])[CH2:46][CH2:45]1.